From a dataset of Reaction yield outcomes from USPTO patents with 853,638 reactions. Predict the reaction yield, written as a fraction of the theoretical maximum amount of product (1.0 means a 100% yield; for example, 0.34 means a 34% yield). (1) The reactants are [C:1]([O:5][C:6](=[O:16])[CH:7]([CH2:11][S:12](Cl)(=[O:14])=[O:13])[CH:8]([CH3:10])[CH3:9])([CH3:4])([CH3:3])[CH3:2].[CH3:17][O:18][C:19]1[CH:20]=[C:21]2[C:25](=[CH:26][CH:27]=1)[NH:24][C:23]1[CH2:28][NH:29][CH2:30][CH2:31][C:22]2=1.C(N(CC)CC)C. The catalyst is ClCCl. The product is [C:1]([O:5][C:6](=[O:16])[CH:7]([CH2:11][S:12]([N:29]1[CH2:30][CH2:31][C:22]2[C:21]3[C:25](=[CH:26][CH:27]=[C:19]([O:18][CH3:17])[CH:20]=3)[NH:24][C:23]=2[CH2:28]1)(=[O:14])=[O:13])[CH:8]([CH3:10])[CH3:9])([CH3:4])([CH3:3])[CH3:2]. The yield is 0.660. (2) The reactants are CC([N:5]([CH2:9][CH:10]([N:18]([C:28]([C:30]1[S:31][CH:32]=[C:33]([Br:35])[CH:34]=1)=[O:29])[O:19]C(C1SC=C(Br)C=1)=O)[CH2:11][C:12]1[CH:17]=[CH:16][CH:15]=[CH:14][CH:13]=1)[C:6](=[O:8])[O-:7])(C)C.C([O-])([O-])=O.[K+].[K+]. The catalyst is CO. The product is [Br:35][C:33]1[CH:34]=[C:30]([C:28]([N:18]([OH:19])[CH:10]([CH2:11][C:12]2[CH:13]=[CH:14][CH:15]=[CH:16][CH:17]=2)[CH2:9][NH:5][C:6](=[O:8])[O:7][C:12]([CH3:17])([CH3:13])[CH3:11])=[O:29])[S:31][CH:32]=1. The yield is 0.370. (3) The reactants are [Br:1][C:2]1[CH:18]=[CH:17][C:5]([C:6]([NH:8][NH:9]C(OC(C)(C)C)=O)=[O:7])=[C:4]([Cl:19])[CH:3]=1. The catalyst is Cl.CCOC(C)=O. The product is [ClH:19].[Br:1][C:2]1[CH:18]=[CH:17][C:5]([C:6]([NH:8][NH2:9])=[O:7])=[C:4]([Cl:19])[CH:3]=1. The yield is 0.870. (4) The reactants are Br[C:2]1[CH:7]=[CH:6][C:5]([CH2:8][CH2:9][CH2:10][C:11]([NH:13][C:14]2[CH:19]=[CH:18][C:17]([S:20]([CH2:23][CH3:24])(=[O:22])=[O:21])=[C:16]([C:25]#[N:26])[CH:15]=2)=[O:12])=[CH:4][CH:3]=1.CC1(C)C[O:32][B:31](B2OCC(C)(C)CO2)[O:30]C1.C([O-])(=O)C.[K+].N(CCO)CCO. The catalyst is C(O)(C)C.C1C=CC([PH+]([C]2[CH][CH][CH][CH]2)C2C=CC=CC=2)=CC=1.C1C=CC([PH+]([C]2[CH][CH][CH][CH]2)C2C=CC=CC=2)=CC=1.C(Cl)Cl.Cl[Pd]Cl.[Fe]. The product is [C:25]([C:16]1[CH:15]=[C:14]([NH:13][C:11](=[O:12])[CH2:10][CH2:9][CH2:8][C:5]2[CH:6]=[CH:7][C:2]([B:31]([OH:32])[OH:30])=[CH:3][CH:4]=2)[CH:19]=[CH:18][C:17]=1[S:20]([CH2:23][CH3:24])(=[O:22])=[O:21])#[N:26]. The yield is 0.570. (5) The reactants are [CH3:1][S-:2].[Na+].[Si:4]([O:21][C@H:22]1[CH2:26][CH2:25][O:24][C:23]1=[O:27])([C:17]([CH3:20])([CH3:19])[CH3:18])([C:11]1[CH:16]=[CH:15][CH:14]=[CH:13][CH:12]=1)[C:5]1[CH:10]=[CH:9][CH:8]=[CH:7][CH:6]=1.Cl. The catalyst is CN(C=O)C.C(OCC)(=O)C. The product is [Si:4]([O:21][C@@H:22]([CH2:26][CH2:25][S:2][CH3:1])[C:23]([OH:24])=[O:27])([C:17]([CH3:20])([CH3:19])[CH3:18])([C:11]1[CH:16]=[CH:15][CH:14]=[CH:13][CH:12]=1)[C:5]1[CH:10]=[CH:9][CH:8]=[CH:7][CH:6]=1. The yield is 0.170.